This data is from TCR-epitope binding with 47,182 pairs between 192 epitopes and 23,139 TCRs. The task is: Binary Classification. Given a T-cell receptor sequence (or CDR3 region) and an epitope sequence, predict whether binding occurs between them. (1) The epitope is VTEHDTLLY. The TCR CDR3 sequence is CASSSSGQVYEQYF. Result: 1 (the TCR binds to the epitope). (2) The epitope is KRWIILGLNK. The TCR CDR3 sequence is CASSSGPLSHEQYF. Result: 0 (the TCR does not bind to the epitope). (3) Result: 0 (the TCR does not bind to the epitope). The TCR CDR3 sequence is CASRLLGPSTFFYGYTF. The epitope is YEGNSPFHPL. (4) The epitope is HLVDFQVTI. The TCR CDR3 sequence is CASSPSRNTEAFF. Result: 0 (the TCR does not bind to the epitope).